Dataset: Catalyst prediction with 721,799 reactions and 888 catalyst types from USPTO. Task: Predict which catalyst facilitates the given reaction. (1) Reactant: [CH3:1][CH:2]([CH3:20])[CH2:3][C:4]([NH:6][C:7]1[C:8]([C:17]([OH:19])=[O:18])=[CH:9][C:10]2[C:15]([CH:16]=1)=[CH:14][CH:13]=[CH:12][CH:11]=2)=O. Product: [CH2:3]([C:4]1[O:18][C:17](=[O:19])[C:8]2[CH:9]=[C:10]3[C:15]([CH:14]=[CH:13][CH:12]=[CH:11]3)=[CH:16][C:7]=2[N:6]=1)[CH:2]([CH3:20])[CH3:1]. The catalyst class is: 152. (2) Reactant: [H-].[Na+].[N:3]1[C:7]2[CH:8]=[CH:9][CH:10]=[N:11][C:6]=2[NH:5][CH:4]=1.Cl[CH2:13][C:14]1[CH:15]=[C:16]2[S:22][C:21]([S:23][CH3:24])=[N:20][C:17]2=[N:18][CH:19]=1. Product: [N:3]1[C:7]2[C:6](=[N:11][CH:10]=[CH:9][CH:8]=2)[N:5]([CH2:13][C:14]2[CH:15]=[C:16]3[S:22][C:21]([S:23][CH3:24])=[N:20][C:17]3=[N:18][CH:19]=2)[CH:4]=1. The catalyst class is: 3. (3) Reactant: [C:1]1([C:7]2[C:16]3[C:11](=[CH:12][CH:13]=[C:14]([C:17]([F:20])([F:19])[F:18])[CH:15]=3)[NH:10][C:9](=O)[C:8]=2[C:22]2[NH:26][N:25]=[N:24][N:23]=2)[CH:6]=[CH:5][CH:4]=[CH:3][CH:2]=1.P(Cl)(Cl)([Cl:29])=O.C(N(CC)C(C)C)(C)C. Product: [Cl:29][C:9]1[C:8]([C:22]2[NH:26][N:25]=[N:24][N:23]=2)=[C:7]([C:1]2[CH:2]=[CH:3][CH:4]=[CH:5][CH:6]=2)[C:16]2[C:11](=[CH:12][CH:13]=[C:14]([C:17]([F:19])([F:18])[F:20])[CH:15]=2)[N:10]=1. The catalyst class is: 11. (4) Reactant: C[O:2][C:3]([C:5]1[S:6][C:7]([N:20]2[CH:24]=[CH:23][N:22]=[CH:21]2)=[CH:8][C:9]=1[O:10][CH:11]([C:13]1[CH:18]=[CH:17][CH:16]=[CH:15][C:14]=1[Cl:19])[CH3:12])=O.C(OCC)C.[NH3:30]. Product: [Cl:19][C:14]1[CH:15]=[CH:16][CH:17]=[CH:18][C:13]=1[CH:11]([O:10][C:9]1[CH:8]=[C:7]([N:20]2[CH:24]=[CH:23][N:22]=[CH:21]2)[S:6][C:5]=1[C:3]([NH2:30])=[O:2])[CH3:12]. The catalyst class is: 5. (5) The catalyst class is: 8. Reactant: [CH3:1][O:2][CH2:3][C:4](=O)[CH2:5][C:6]#[N:7].[CH2:9]([NH:11][NH2:12])[CH3:10].Cl. Product: [CH2:9]([N:11]1[C:6]([NH2:7])=[CH:5][C:4]([CH2:3][O:2][CH3:1])=[N:12]1)[CH3:10]. (6) Reactant: [Cl:1][C:2]1[C:3]2[CH:10]=[C:9](I)[N:8]([S:12]([C:15]3[CH:20]=[CH:19][CH:18]=[CH:17][CH:16]=3)(=[O:14])=[O:13])[C:4]=2[N:5]=[CH:6][N:7]=1.CC1(C)C(C)(C)OB([C:29]2[CH:34]=[CH:33][C:32](C3COCCN3)=[CH:31][CH:30]=2)O1.[C:42]([O-:45])([O-])=O.[Na+].[Na+]. Product: [Cl:1][C:2]1[C:3]2[CH:10]=[C:9]([C:34]3[CH:33]=[C:32]([N:5]4[CH2:6][CH2:42][O:45][CH2:3][CH2:4]4)[CH:31]=[CH:30][CH:29]=3)[N:8]([S:12]([C:15]3[CH:20]=[CH:19][CH:18]=[CH:17][CH:16]=3)(=[O:14])=[O:13])[C:4]=2[N:5]=[CH:6][N:7]=1. The catalyst class is: 104. (7) Reactant: [CH2:1]([O:3][C:4](=[O:24])[CH2:5][C@@H:6]([NH:13][C:14]1[C:19]([N+:20]([O-])=O)=[CH:18][CH:17]=[C:16]([CH3:23])[N:15]=1)[C:7]1[CH:12]=[CH:11][CH:10]=[CH:9][CH:8]=1)[CH3:2]. Product: [CH2:1]([O:3][C:4](=[O:24])[CH2:5][C@@H:6]([NH:13][C:14]1[C:19]([NH2:20])=[CH:18][CH:17]=[C:16]([CH3:23])[N:15]=1)[C:7]1[CH:8]=[CH:9][CH:10]=[CH:11][CH:12]=1)[CH3:2]. The catalyst class is: 19.